Dataset: Forward reaction prediction with 1.9M reactions from USPTO patents (1976-2016). Task: Predict the product of the given reaction. (1) Given the reactants C(O[C:6]([N:8]1[CH2:12][C:11](=[N:13][O:14][CH3:15])[CH2:10][C@H:9]1[C:16]([OH:18])=O)=[O:7])(C)(C)C.[CH3:19][O:20][CH2:21]C(Cl)=O.[CH2:25]([N:27]1[C:39]2[CH:38]=[CH:37][C:36]([NH2:40])=[CH:35][C:34]=2[C:33]2[C:28]1=[CH:29][CH:30]=[CH:31][CH:32]=2)[CH3:26], predict the reaction product. The product is: [CH2:25]([N:27]1[C:39]2[CH:38]=[CH:37][C:36]([NH:40][C:16]([C@@H:9]3[CH2:10][C:11](=[N:13][O:14][CH3:15])[CH2:12][N:8]3[C:6](=[O:7])[CH2:21][O:20][CH3:19])=[O:18])=[CH:35][C:34]=2[C:33]2[C:28]1=[CH:29][CH:30]=[CH:31][CH:32]=2)[CH3:26]. (2) Given the reactants [Cl:1][C:2]1[CH:3]=[C:4]([CH:9]=[CH:10][C:11]=1[O:12][CH2:13][C:14]1[CH:19]=[CH:18][C:17]([F:20])=[C:16]([F:21])[CH:15]=1)[C:5]([O:7]C)=[O:6].[OH-].[Na+], predict the reaction product. The product is: [Cl:1][C:2]1[CH:3]=[C:4]([CH:9]=[CH:10][C:11]=1[O:12][CH2:13][C:14]1[CH:19]=[CH:18][C:17]([F:20])=[C:16]([F:21])[CH:15]=1)[C:5]([OH:7])=[O:6]. (3) The product is: [C:1]1([C:10]2[N:15]=[C:14]([O:16][CH3:17])[N:13]=[C:12]([O:18][CH3:19])[N:11]=2)[CH:6]=[CH:5][CH:4]=[CH:3][CH:2]=1. Given the reactants [C:1]1([Mg]Br)[CH:6]=[CH:5][CH:4]=[CH:3][CH:2]=1.Cl[C:10]1[N:15]=[C:14]([O:16][CH3:17])[N:13]=[C:12]([O:18][CH3:19])[N:11]=1, predict the reaction product. (4) Given the reactants C(OC([N:8]1[CH2:11][CH:10]([O:12][C:13]2[CH:18]=[CH:17][C:16]([NH:19][C:20]3[S:21][C:22]([C:26](=[O:34])[C:27]4[CH:32]=[CH:31][CH:30]=[C:29]([F:33])[CH:28]=4)=[C:23]([NH2:25])[N:24]=3)=[CH:15][CH:14]=2)[CH2:9]1)=O)(C)(C)C, predict the reaction product. The product is: [NH2:25][C:23]1[N:24]=[C:20]([NH:19][C:16]2[CH:15]=[CH:14][C:13]([O:12][CH:10]3[CH2:9][NH:8][CH2:11]3)=[CH:18][CH:17]=2)[S:21][C:22]=1[C:26]([C:27]1[CH:32]=[CH:31][CH:30]=[C:29]([F:33])[CH:28]=1)=[O:34]. (5) The product is: [CH2:23]([N:3]([CH2:1][CH3:2])[C:4]1[CH:5]=[CH:6][C:7]([CH:8]=[N:9][N:10]([CH2:49][C:50]2[CH:55]=[CH:54][C:53]([CH3:56])=[CH:52][CH:51]=2)[C:11](=[O:20])[C:12]2[CH:17]=[CH:16][C:15]([O:18][CH3:19])=[CH:14][CH:13]=2)=[CH:21][CH:22]=1)[CH3:24]. Given the reactants [CH2:1]([N:3]([CH2:23][CH3:24])[C:4]1[CH:22]=[CH:21][C:7]([CH:8]=[N:9][NH:10][C:11](=[O:20])[C:12]2[CH:17]=[CH:16][C:15]([O:18][CH3:19])=[CH:14][CH:13]=2)=[CH:6][CH:5]=1)[CH3:2].CCN(C1C=CC(/C=N/NC(C2C=CC(O)=CC=2)=O)=CC=1)CC.Br[CH2:49][C:50]1[CH:55]=[CH:54][C:53]([CH3:56])=[CH:52][CH:51]=1, predict the reaction product. (6) Given the reactants [Br:1][C:2]1[CH:12]=[CH:11][C:5]([C:6]([O:8][CH2:9][CH3:10])=[O:7])=[CH:4][C:3]=1[CH2:13]Br.[O-:15][CH2:16][CH3:17].[Na+].CN(C)C=O, predict the reaction product. The product is: [CH2:9]([O:8][C:6](=[O:7])[C:5]1[CH:11]=[CH:12][C:2]([Br:1])=[C:3]([CH2:13][O:15][CH2:16][CH3:17])[CH:4]=1)[CH3:10].